Dataset: Catalyst prediction with 721,799 reactions and 888 catalyst types from USPTO. Task: Predict which catalyst facilitates the given reaction. (1) Reactant: CN(C(ON1N=NC2C=CC=NC1=2)=[N+](C)C)C.F[P-](F)(F)(F)(F)F.[CH2:25]([N:27]1[CH2:31][CH2:30][C@H:29]([C:32]([OH:34])=O)[CH2:28]1)[CH3:26].CN1CCOCC1.[NH2:42][CH2:43][C:44]1[CH:49]=[C:48]([F:50])[CH:47]=[CH:46][C:45]=1[S:51]([NH:54][C:55]1[C:64]([C:65]([O:67][CH3:68])=[O:66])=[C:63]2[C:58]([CH:59]3[CH2:69][CH:60]3[CH2:61][O:62]2)=[CH:57][CH:56]=1)(=[O:53])=[O:52]. Product: [CH2:25]([N:27]1[CH2:31][CH2:30][C@H:29]([C:32]([NH:42][CH2:43][C:44]2[CH:49]=[C:48]([F:50])[CH:47]=[CH:46][C:45]=2[S:51]([NH:54][C:55]2[C:64]([C:65]([O:67][CH3:68])=[O:66])=[C:63]3[C:58]([CH:59]4[CH2:69][CH:60]4[CH2:61][O:62]3)=[CH:57][CH:56]=2)(=[O:52])=[O:53])=[O:34])[CH2:28]1)[CH3:26]. The catalyst class is: 18. (2) Reactant: [OH:1][CH2:2][C:3]([O:5][CH2:6][CH3:7])=[O:4].[H-].[Na+].[Br:10][C:11]1[CH:12]=[N:13][C:14](Cl)=[N:15][CH:16]=1. Product: [Br:10][C:11]1[CH:12]=[N:13][C:14]([O:1][CH2:2][C:3]([O:5][CH2:6][CH3:7])=[O:4])=[N:15][CH:16]=1. The catalyst class is: 260. (3) Product: [ClH:1].[CH2:2]([N:9]1[C:17]2[C:12](=[CH:13][C:14]([NH:18][C:19]3[C:28]4[C:23](=[CH:24][C:25]([C:38]5[O:39][C:35]([CH:31]6[O:32][CH2:33][CH2:34][O:30]6)=[CH:36][CH:37]=5)=[CH:26][CH:27]=4)[N:22]=[CH:21][N:20]=3)=[CH:15][CH:16]=2)[CH:11]=[N:10]1)[C:3]1[CH:8]=[CH:7][CH:6]=[CH:5][CH:4]=1. Reactant: [ClH:1].[CH2:2]([N:9]1[C:17]2[C:12](=[CH:13][C:14]([NH:18][C:19]3[C:28]4[C:23](=[CH:24][C:25](I)=[CH:26][CH:27]=4)[N:22]=[CH:21][N:20]=3)=[CH:15][CH:16]=2)[CH:11]=[N:10]1)[C:3]1[CH:8]=[CH:7][CH:6]=[CH:5][CH:4]=1.[O:30]1[CH2:34][CH2:33][O:32][CH:31]1[C:35]1[O:39][C:38]([Sn](CCCC)(CCCC)CCCC)=[CH:37][CH:36]=1. The catalyst class is: 25. (4) Product: [Cl:1][C:2]1[S:3][C:4]([Cl:10])=[CH:5][C:6]=1[C:7]([Cl:14])=[O:8]. Reactant: [Cl:1][C:2]1[S:3][C:4]([Cl:10])=[CH:5][C:6]=1[C:7](O)=[O:8].C(Cl)(=O)C([Cl:14])=O. The catalyst class is: 120. (5) Reactant: [C:1]([O:5][C:6](=[O:15])[NH:7][CH2:8][C:9](=[O:14])NCOC)([CH3:4])([CH3:3])[CH3:2].C([Mg]Cl)(C)C.[C:21]1([Mg]Cl)[CH:26]=[CH:25][CH:24]=[CH:23][CH:22]=1.C(O)(=O)C. Product: [C:1]([O:5][C:6](=[O:15])[NH:7][CH2:8][C:9](=[O:14])[C:21]1[CH:26]=[CH:25][CH:24]=[CH:23][CH:22]=1)([CH3:2])([CH3:3])[CH3:4]. The catalyst class is: 1. (6) Reactant: [N:1]([C:4]1[CH:13]=[CH:12][CH:11]=[CH:10][C:5]=1[C:6]([O:8]C)=O)=[C:2]=[O:3].C(O)C(N)(CO)CO.[NH2:22][C:23]1[CH:24]=[C:25]([S:30]([N:33]([CH3:40])[C:34]2[CH:39]=[CH:38][CH:37]=[CH:36][CH:35]=2)(=[O:32])=[O:31])[CH:26]=[CH:27][C:28]=1[Cl:29]. Product: [Cl:29][C:28]1[CH:27]=[CH:26][C:25]([S:30]([N:33]([CH3:40])[C:34]2[CH:39]=[CH:38][CH:37]=[CH:36][CH:35]=2)(=[O:32])=[O:31])=[CH:24][C:23]=1[N:22]1[C:6](=[O:8])[C:5]2[C:4](=[CH:13][CH:12]=[CH:11][CH:10]=2)[NH:1][C:2]1=[O:3]. The catalyst class is: 142.